The task is: Predict the reactants needed to synthesize the given product.. This data is from Full USPTO retrosynthesis dataset with 1.9M reactions from patents (1976-2016). (1) Given the product [C:12]1([C:13]2[CH:5]=[CH:4][CH:3]=[CH:15][CH:14]=2)[CH:7]=[CH:8][CH:9]=[CH:10][C:11]=1[C:6]1([OH:16])[C:5]2[CH:4]=[C:3]([Br:2])[CH:15]=[CH:14][C:13]=2[C:12]2[C:7]1=[CH:8][CH:9]=[CH:10][CH:11]=2, predict the reactants needed to synthesize it. The reactants are: [Mg].[Br:2][C:3]1[CH:15]=[CH:14][C:13]2[C:12]3[C:7](=[CH:8][CH:9]=[CH:10][CH:11]=3)[C:6](=[O:16])[C:5]=2[CH:4]=1. (2) Given the product [CH:48]1[N:47]=[CH:46][NH:50][C:49]=1[CH2:11][C@H:10]([OH:34])[C:14]([OH:16])=[O:15], predict the reactants needed to synthesize it. The reactants are: N(C(OC(C)(C)C)=O)(C)[C@H](C(N[C@H:10]([C:14]([OH:16])=[O:15])[CH:11](C)C)=O)[C@H](CC)C.CC1C=C(C)C(S(N2N=C([N+]([O-])=O)N=C2)(=O)=[O:34])=C(C)C=1.C[C:46]1[NH:47][CH:48]=[CH:49][N:50]=1. (3) Given the product [F:1][C:2]1[CH:3]=[C:4]([C:9]2[CH2:14][CH2:13][N:12]([S:15]([CH3:18])(=[O:16])=[O:17])[CH2:11][CH:10]=2)[CH:5]=[CH:6][C:7]=1[OH:8], predict the reactants needed to synthesize it. The reactants are: [F:1][C:2]1[CH:3]=[C:4]([C:9]2(O)[CH2:14][CH2:13][N:12]([S:15]([CH3:18])(=[O:17])=[O:16])[CH2:11][CH2:10]2)[CH:5]=[CH:6][C:7]=1[OH:8].O1CCOCC1.C(=O)([O-])[O-].[Na+].[Na+].